This data is from Full USPTO retrosynthesis dataset with 1.9M reactions from patents (1976-2016). The task is: Predict the reactants needed to synthesize the given product. Given the product [CH3:3][O:4][C:5](=[O:18])[C:6]1[CH:11]=[C:10]([N:12]([S:13]([CH3:16])(=[O:14])=[O:15])[CH3:20])[N:9]=[C:8]([Cl:17])[CH:7]=1, predict the reactants needed to synthesize it. The reactants are: [H-].[Na+].[CH3:3][O:4][C:5](=[O:18])[C:6]1[CH:11]=[C:10]([NH:12][S:13]([CH3:16])(=[O:15])=[O:14])[N:9]=[C:8]([Cl:17])[CH:7]=1.I[CH3:20].